From a dataset of Reaction yield outcomes from USPTO patents with 853,638 reactions. Predict the reaction yield, written as a fraction of the theoretical maximum amount of product (1.0 means a 100% yield; for example, 0.34 means a 34% yield). The reactants are [C:1]([O:4][C:5]1[CH:10]=[C:9]([N+:11]([O-:13])=[O:12])[CH:8]=[CH:7][C:6]=1[CH3:14])(=[O:3])[CH3:2].[Br:15]N1C(=O)CCC1=O. The catalyst is C(Cl)(Cl)(Cl)Cl.C(Cl)Cl. The product is [C:1]([O:4][C:5]1[CH:10]=[C:9]([N+:11]([O-:13])=[O:12])[CH:8]=[CH:7][C:6]=1[CH2:14][Br:15])(=[O:3])[CH3:2]. The yield is 0.830.